This data is from Forward reaction prediction with 1.9M reactions from USPTO patents (1976-2016). The task is: Predict the product of the given reaction. The product is: [Cl:20][C:17]1[CH:18]=[CH:19][C:14]([N:11]2[CH2:10][CH2:9][NH:8][CH2:13][CH2:12]2)=[C:15]([CH:16]=1)[C:21]#[N:22]. Given the reactants C(OC([N:8]1[CH2:13][CH2:12][N:11]([C:14]2[CH:19]=[CH:18][C:17]([Cl:20])=[CH:16][C:15]=2[C:21]#[N:22])[CH2:10][CH2:9]1)=O)(C)(C)C.FC(F)(F)C(O)=O, predict the reaction product.